From a dataset of Catalyst prediction with 721,799 reactions and 888 catalyst types from USPTO. Predict which catalyst facilitates the given reaction. (1) Reactant: CC1C=CC(S(O[C:12]2[C:21]3[C:20](=[O:22])[N:19]([CH2:23][C:24]4[CH:29]=[CH:28][C:27]([O:30][CH3:31])=[CH:26][CH:25]=4)[C:18](=[O:32])[N:17]([C:33]4[CH:38]=[CH:37][C:36]([I:39])=[CH:35][C:34]=4[F:40])[C:16]=3[N:15]([CH3:41])[C:14](=[O:42])[C:13]=2[CH3:43])(=O)=O)=CC=1.[CH:44]1([S:47]([C:50]2[CH:51]=[C:52]([CH:54]=[CH:55][CH:56]=2)[NH2:53])(=[O:49])=[O:48])[CH2:46][CH2:45]1.N1C(C)=CC=CC=1C.O. Product: [CH:44]1([S:47]([C:50]2[CH:51]=[C:52]([NH:53][C:12]3[C:21]4[C:20](=[O:22])[N:19]([CH2:23][C:24]5[CH:29]=[CH:28][C:27]([O:30][CH3:31])=[CH:26][CH:25]=5)[C:18](=[O:32])[N:17]([C:33]5[CH:38]=[CH:37][C:36]([I:39])=[CH:35][C:34]=5[F:40])[C:16]=4[N:15]([CH3:41])[C:14](=[O:42])[C:13]=3[CH3:43])[CH:54]=[CH:55][CH:56]=2)(=[O:49])=[O:48])[CH2:46][CH2:45]1. The catalyst class is: 80. (2) Reactant: Br[C:2]1[CH:6]=[CH:5][S:4][CH:3]=1.[Li]CCCC.[C:12](#N)[C:13]1[CH:18]=[CH:17][CH:16]=[CH:15][CH:14]=1.Cl.[OH2:21]. Product: [C:13]1([C:12]([C:2]2[CH:6]=[CH:5][S:4][CH:3]=2)=[O:21])[CH:18]=[CH:17][CH:16]=[CH:15][CH:14]=1. The catalyst class is: 365. (3) Reactant: [Br:1][C:2]1[CH:7]=[CH:6][C:5]([C:8]2[CH2:9][CH2:10][NH:11][CH2:12][CH:13]=2)=[C:4]([N+:14]([O-:16])=[O:15])[CH:3]=1.C=O.[C:19]([BH3-])#N.[Na+].C(O)(=O)C. Product: [Br:1][C:2]1[CH:7]=[CH:6][C:5]([C:8]2[CH2:13][CH2:12][N:11]([CH3:19])[CH2:10][CH:9]=2)=[C:4]([N+:14]([O-:16])=[O:15])[CH:3]=1. The catalyst class is: 5. (4) Reactant: C([O:5][C:6](=[O:20])[C:7]1[CH:12]=[C:11]([CH2:13][O:14][CH3:15])[N:10]=[C:9]([NH:16][CH2:17][CH:18]=[CH2:19])[CH:8]=1)(C)(C)C. Product: [CH2:17]([NH:16][C:9]1[CH:8]=[C:7]([CH:12]=[C:11]([CH2:13][O:14][CH3:15])[N:10]=1)[C:6]([OH:20])=[O:5])[CH:18]=[CH2:19]. The catalyst class is: 89. (5) The catalyst class is: 1. Product: [CH:1]1([C:4]2[C:14]3[CH2:13][CH2:12][N:11]([C:15]([O:17][C:18]([CH3:21])([CH3:20])[CH3:19])=[O:16])[CH2:10][CH2:9][C:8]=3[CH:7]=[C:6]3[O:22][CH2:23][CH2:24][N:25]([CH2:26][C@@H:27]([O:40][CH3:41])[CH2:28][F:42])[C:5]=23)[CH2:3][CH2:2]1. Reactant: [CH:1]1([C:4]2[C:14]3[CH2:13][CH2:12][N:11]([C:15]([O:17][C:18]([CH3:21])([CH3:20])[CH3:19])=[O:16])[CH2:10][CH2:9][C:8]=3[CH:7]=[C:6]3[O:22][CH2:23][CH2:24][N:25]([CH2:26][C@@H:27]([O:40][CH3:41])[CH2:28]OS(C4C=CC(C)=CC=4)(=O)=O)[C:5]=23)[CH2:3][CH2:2]1.[F-:42].C([NH3+])(C)(C)C.C(=O)([O-])O.[Na+]. (6) Reactant: [C:1]([C:3]1[CH:4]=[C:5]2[C:9](=[CH:10][CH:11]=1)[N:8]([CH2:12][CH:13]1[CH2:18][CH2:17][N:16]([S:19]([C:22]3[CH:27]=[CH:26][CH:25]=[CH:24][CH:23]=3)(=[O:21])=[O:20])[CH2:15][CH2:14]1)[CH:7]=[CH:6]2)#[CH:2].ClCCl.O=C1O[C@H]([C@H](CO)O)C([O-])=C1O.[Na+].[N-:44]=[N+:45]=[N-:46].[Na+]. Product: [C:22]1([S:19]([N:16]2[CH2:17][CH2:18][CH:13]([CH2:12][N:8]3[C:9]4[C:5](=[CH:4][C:3]([C:1]5[NH:46][N:45]=[N:44][CH:2]=5)=[CH:11][CH:10]=4)[CH:6]=[CH:7]3)[CH2:14][CH2:15]2)(=[O:21])=[O:20])[CH:23]=[CH:24][CH:25]=[CH:26][CH:27]=1. The catalyst class is: 58. (7) Reactant: [NH2:1][C:2]1[N:7]=[CH:6][C:5]([C:8]2[CH2:12][N:11]([C:13]([O:15][C:16]([CH3:19])([CH3:18])[CH3:17])=[O:14])[C@H:10]([C:20]([O:22][CH3:23])=[O:21])[CH:9]=2)=[CH:4][C:3]=1[C:24]1[CH:29]=[CH:28][C:27]([C:30]([O:32][C:33]([CH3:36])([CH3:35])[CH3:34])=[O:31])=[C:26]([F:37])[CH:25]=1. Product: [NH2:1][C:2]1[N:7]=[CH:6][C:5]([C@@H:8]2[CH2:12][N:11]([C:13]([O:15][C:16]([CH3:18])([CH3:17])[CH3:19])=[O:14])[C@H:10]([C:20]([O:22][CH3:23])=[O:21])[CH2:9]2)=[CH:4][C:3]=1[C:24]1[CH:29]=[CH:28][C:27]([C:30]([O:32][C:33]([CH3:36])([CH3:35])[CH3:34])=[O:31])=[C:26]([F:37])[CH:25]=1. The catalyst class is: 19. (8) Reactant: O1[C:5]2([CH2:9][CH2:8][CH:7]([O:10][CH2:11][C:12]3[C:13]([C:20]4[C:25]([Cl:26])=[CH:24][CH:23]=[CH:22][C:21]=4[Cl:27])=[N:14][O:15][C:16]=3[CH:17]3[CH2:19][CH2:18]3)[CH2:6]2)[O:4]CC1.Cl.C([O-])(O)=O.[Na+]. Product: [CH:17]1([C:16]2[O:15][N:14]=[C:13]([C:20]3[C:21]([Cl:27])=[CH:22][CH:23]=[CH:24][C:25]=3[Cl:26])[C:12]=2[CH2:11][O:10][CH:7]2[CH2:8][CH2:9][C:5](=[O:4])[CH2:6]2)[CH2:19][CH2:18]1. The catalyst class is: 49. (9) Reactant: C(O[C:4]([C:6]1[CH:7]=[C:8]2[C:12](=[CH:13][CH:14]=1)[NH:11][N:10]=[C:9]2[C:15]1[CH:24]=[CH:23][C:22]2[C:17](=[CH:18][CH:19]=[C:20]([O:25][CH2:26][CH2:27][C:28]3[CH:33]=[CH:32][CH:31]=[CH:30][N:29]=3)[CH:21]=2)[CH:16]=1)=[NH:5])C.C(N(CC)CC)C.[NH2:41][NH:42][C:43](=O)[CH2:44][N:45]1[CH2:50][CH2:49][O:48][CH2:47][CH2:46]1. Product: [N:45]1([CH2:44][C:43]2[N:5]=[C:4]([C:6]3[CH:7]=[C:8]4[C:12](=[CH:13][CH:14]=3)[NH:11][N:10]=[C:9]4[C:15]3[CH:16]=[C:17]4[C:22](=[CH:23][CH:24]=3)[CH:21]=[C:20]([O:25][CH2:26][CH2:27][C:28]3[CH:33]=[CH:32][CH:31]=[CH:30][N:29]=3)[CH:19]=[CH:18]4)[NH:41][N:42]=2)[CH2:50][CH2:49][O:48][CH2:47][CH2:46]1. The catalyst class is: 7. (10) Reactant: [O:1]=[C:2]1[CH2:7][NH:6][CH2:5][CH2:4][N:3]1[C:8]1[CH:9]=[C:10]2[C:15](=[CH:16][CH:17]=1)[CH:14]=[C:13]([C:18]#[N:19])[CH:12]=[CH:11]2.[CH3:20][C:21]1[C:29]2[CH2:28][O:27][C:26](=[O:30])[C:25]=2[CH:24]=[CH:23][C:22]=1[C@@H:31]1[CH2:33][O:32]1. Product: [OH:32][C@H:31]([C:22]1[CH:23]=[CH:24][C:25]2[C:26](=[O:30])[O:27][CH2:28][C:29]=2[C:21]=1[CH3:20])[CH2:33][N:6]1[CH2:5][CH2:4][N:3]([C:8]2[CH:9]=[C:10]3[C:15](=[CH:16][CH:17]=2)[CH:14]=[C:13]([C:18]#[N:19])[CH:12]=[CH:11]3)[C:2](=[O:1])[CH2:7]1. The catalyst class is: 14.